This data is from Reaction yield outcomes from USPTO patents with 853,638 reactions. The task is: Predict the reaction yield, written as a fraction of the theoretical maximum amount of product (1.0 means a 100% yield; for example, 0.34 means a 34% yield). (1) The reactants are [F:1][C:2]([CH3:29])([CH3:28])[CH2:3][N:4]1[CH2:9][CH2:8][CH:7]([CH2:10][O:11][C:12]2[CH:17]=[CH:16][C:15]([C:18]3[N:19]=[CH:20][C:21]([C:24]([O:26]C)=[O:25])=[N:22][CH:23]=3)=[CH:14][CH:13]=2)[CH2:6][CH2:5]1.O[Li].O. The catalyst is C1COCC1. The product is [F:1][C:2]([CH3:29])([CH3:28])[CH2:3][N:4]1[CH2:9][CH2:8][CH:7]([CH2:10][O:11][C:12]2[CH:13]=[CH:14][C:15]([C:18]3[N:19]=[CH:20][C:21]([C:24]([OH:26])=[O:25])=[N:22][CH:23]=3)=[CH:16][CH:17]=2)[CH2:6][CH2:5]1. The yield is 0.780. (2) The reactants are C1(C)C=CC(S(O)(=O)=O)=CC=1.C[O:13][C:14](=[O:44])[C@H:15]([CH2:38][CH2:39][C:40]([O:42]C)=[O:41])[NH:16][C:17](=[O:37])[C:18]1[CH:23]=[CH:22][C:21]([CH2:24][CH2:25][C:26]2[C:34]3[C:33](=[O:35])[N:32]=[C:31]([NH2:36])[NH:30][C:29]=3[NH:28][CH:27]=2)=[CH:20][CH:19]=1.[OH-].[Na+:46]. No catalyst specified. The product is [CH:20]1[C:21]([CH2:24][CH2:25][C:26]2[C:34]3[C:33]([NH:32][C:31]([NH2:36])=[N:30][C:29]=3[NH:28][CH:27]=2)=[O:35])=[CH:22][CH:23]=[C:18]([C:17]([NH:16][C@@H:15]([C:14]([O-:44])=[O:13])[CH2:38][CH2:39][C:40]([O-:42])=[O:41])=[O:37])[CH:19]=1.[Na+:46].[Na+:46]. The yield is 0.884.